This data is from Peptide-MHC class I binding affinity with 185,985 pairs from IEDB/IMGT. The task is: Regression. Given a peptide amino acid sequence and an MHC pseudo amino acid sequence, predict their binding affinity value. This is MHC class I binding data. (1) The MHC is HLA-B53:01 with pseudo-sequence HLA-B53:01. The binding affinity (normalized) is 0.809. The peptide sequence is IPYCNYSRYW. (2) The peptide sequence is FQAGMRLYF. The MHC is HLA-A30:01 with pseudo-sequence HLA-A30:01. The binding affinity (normalized) is 0.0847. (3) The MHC is HLA-A68:01 with pseudo-sequence HLA-A68:01. The binding affinity (normalized) is 0.357. The peptide sequence is VSAKQLRTR.